From a dataset of Full USPTO retrosynthesis dataset with 1.9M reactions from patents (1976-2016). Predict the reactants needed to synthesize the given product. (1) Given the product [Cl:22][C:16]1[CH:17]=[C:18]([F:21])[CH:19]=[CH:20][C:15]=1[CH:5]1[N:6]=[C:7]([C:9]2[CH:14]=[CH:13][CH:12]=[CH:11][N:10]=2)[NH:8][C:3]([CH2:2][N:28]2[CH2:33][CH2:32][O:31][CH2:30][CH:29]2[C:34]([OH:36])=[O:35])=[C:4]1[C:23]([O:25][CH2:26][CH3:27])=[O:24], predict the reactants needed to synthesize it. The reactants are: Br[CH2:2][C:3]1[NH:8][C:7]([C:9]2[CH:14]=[CH:13][CH:12]=[CH:11][N:10]=2)=[N:6][CH:5]([C:15]2[CH:20]=[CH:19][C:18]([F:21])=[CH:17][C:16]=2[Cl:22])[C:4]=1[C:23]([O:25][CH2:26][CH3:27])=[O:24].[NH:28]1[CH2:33][CH2:32][O:31][CH2:30][CH:29]1[C:34]([OH:36])=[O:35]. (2) Given the product [S:9]([C:7]1[N:8]=[C:3]([CH2:1][NH:2][C:20](=[O:21])[O:22][C:23]([CH3:26])([CH3:25])[CH3:24])[CH:4]=[CH:5][CH:6]=1)(=[O:11])(=[O:10])[NH2:12], predict the reactants needed to synthesize it. The reactants are: [C:1]([C:3]1[N:8]=[C:7]([S:9]([NH2:12])(=[O:11])=[O:10])[CH:6]=[CH:5][CH:4]=1)#[N:2].C(N(CC)CC)C.[C:20](O[C:20]([O:22][C:23]([CH3:26])([CH3:25])[CH3:24])=[O:21])([O:22][C:23]([CH3:26])([CH3:25])[CH3:24])=[O:21].O1CCCC1. (3) Given the product [CH3:10][C:9]1[N:8]=[CH:7][N:13]2[N:14]=[CH:15][N:6]=[C:5]2[C:4]=1[CH2:1][CH2:2][CH3:3], predict the reactants needed to synthesize it. The reactants are: [CH2:1]([C:4]1[C:5](Cl)=[N:6][CH:7]=[N:8][C:9]=1[CH3:10])[CH2:2][CH3:3].O.[NH2:13][NH2:14].[CH3:15]CO. (4) Given the product [NH2:3][CH2:12][C@@H:13]([NH:25][C:26](=[O:39])[C:27]1[CH:28]=[CH:29][C:30]([C:33]2[N:37]([CH3:38])[N:36]=[N:35][CH:34]=2)=[CH:31][CH:32]=1)[CH2:14][C:15]1[CH:20]=[CH:19][CH:18]=[C:21]([F:24])[CH:16]=1, predict the reactants needed to synthesize it. The reactants are: O=C1C2C(=CC=CC=2)C(=O)[N:3]1[CH2:12][C@@H:13]([NH:25][C:26](=[O:39])[C:27]1[CH:32]=[CH:31][C:30]([C:33]2[N:37]([CH3:38])[N:36]=[N:35][CH:34]=2)=[CH:29][CH:28]=1)[CH2:14][C:15]1[CH:20]=[CH:19][CH:18]=C[C:16]=1[C:21]([F:24])(F)F.C(O)(C(F)(F)F)=O. (5) Given the product [C:49]([C:37]1[C:36]([O:53][CH3:54])=[C:35]([C:30]2[CH:31]=[C:32]3[C:27](=[CH:28][CH:29]=2)[CH:26]=[C:25]([NH:60][S:57]([CH3:56])(=[O:59])=[O:58])[CH:34]=[CH:33]3)[CH:40]=[C:39]([N:41]2[CH:46]=[CH:45][C:44](=[O:47])[NH:43][C:42]2=[O:48])[CH:38]=1)([CH3:51])([CH3:50])[CH3:52], predict the reactants needed to synthesize it. The reactants are: [O-]P([O-])([O-])=O.[K+].[K+].[K+].FC(F)(S(O[C:25]1[CH:34]=[CH:33][C:32]2[C:27](=[CH:28][CH:29]=[C:30]([C:35]3[CH:40]=[C:39]([N:41]4[CH:46]=[CH:45][C:44](=[O:47])[NH:43][C:42]4=[O:48])[CH:38]=[C:37]([C:49]([CH3:52])([CH3:51])[CH3:50])[C:36]=3[O:53][CH3:54])[CH:31]=2)[CH:26]=1)(=O)=O)C(F)(F)C(F)(F)C(F)(F)F.[CH3:56][S:57]([NH2:60])(=[O:59])=[O:58].CC1CCCO1.N[C@H](C(O)=O)CS.[Cl-].[Na+]. (6) Given the product [C:43]([C:37]1([F:36])[CH2:42][CH2:41][N:40]([C:16](=[O:17])[C@@H:15]([NH:19][C:20](=[O:21])[C:22]2[CH:23]=[CH:24][C:25]([N:28]3[CH:32]=[CH:31][N:30]=[N:29]3)=[CH:26][CH:27]=2)[CH2:14][CH2:13][CH2:12][N:11]([C@@H:9]2[CH2:10][C@H:8]2[C:5]2[CH:4]=[CH:3][CH:2]=[CH:7][CH:6]=2)[CH2:33][CH:34]=[CH2:35])[CH2:39][CH2:38]1)#[N:44], predict the reactants needed to synthesize it. The reactants are: F[C:2]1[CH:7]=[CH:6][C:5]([C@@H:8]2[CH2:10][C@H:9]2[N:11]([CH2:33][CH:34]=[CH2:35])[CH2:12][CH2:13][CH2:14][C@H:15]([NH:19][C:20]([C:22]2[CH:27]=[CH:26][C:25]([N:28]3[CH:32]=[CH:31][N:30]=[N:29]3)=[CH:24][CH:23]=2)=[O:21])[C:16](O)=[O:17])=[CH:4][CH:3]=1.[F:36][C:37]1([C:43]#[N:44])[CH2:42][CH2:41][NH:40][CH2:39][CH2:38]1. (7) Given the product [ClH:2].[F:7][C:8]1[CH:17]=[C:16]2[C:11]([CH2:12][N:13]([CH:18]3[CH2:22][C:21](=[O:23])[NH:20][C:19]3=[O:24])[CH:14]=[N:15]2)=[CH:10][CH:9]=1, predict the reactants needed to synthesize it. The reactants are: O.[Cl:2][Si](C)(C)C.[F:7][C:8]1[CH:17]=[C:16]2[C:11]([CH2:12][N:13]([CH:18]3[CH2:22][C:21](=[O:23])[NH:20][C:19]3=[O:24])[CH:14]=[N:15]2)=[CH:10][CH:9]=1. (8) Given the product [O:35]1[CH2:34][CH:33]1[CH2:31][O:1][C:2]1[CH:11]=[C:10]2[C:5]([C:6]([O:12][C:13]3[CH:14]=[C:15]4[C:19](=[CH:20][CH:21]=3)[NH:18][C:17]([CH3:22])=[CH:16]4)=[N:7][CH:8]=[N:9]2)=[CH:4][C:3]=1[O:23][CH3:24], predict the reactants needed to synthesize it. The reactants are: [OH:1][C:2]1[CH:11]=[C:10]2[C:5]([C:6]([O:12][C:13]3[CH:14]=[C:15]4[C:19](=[CH:20][CH:21]=3)[NH:18][C:17]([CH3:22])=[CH:16]4)=[N:7][CH:8]=[N:9]2)=[CH:4][C:3]=1[O:23][CH3:24].C(=O)([O-])[O-].[K+].[K+].[CH2:31]([CH:33]1[O:35][CH2:34]1)Br.